This data is from Forward reaction prediction with 1.9M reactions from USPTO patents (1976-2016). The task is: Predict the product of the given reaction. (1) Given the reactants [CH2:1]([N:3]([CH2:16][CH3:17])[CH2:4][CH2:5][CH2:6][O:7][C:8]1[CH:13]=[CH:12][C:11]([NH2:14])=[CH:10][C:9]=1[F:15])[CH3:2].[F:18][C:19]1[CH:27]=[CH:26][CH:25]=[C:24]2[C:20]=1[C:21](=[CH:29]O)[C:22](=[O:28])[NH:23]2, predict the reaction product. The product is: [CH2:16]([N:3]([CH2:1][CH3:2])[CH2:4][CH2:5][CH2:6][O:7][C:8]1[CH:13]=[CH:12][C:11]([NH:14][CH:29]=[C:21]2[C:20]3[C:24](=[CH:25][CH:26]=[CH:27][C:19]=3[F:18])[NH:23][C:22]2=[O:28])=[CH:10][C:9]=1[F:15])[CH3:17]. (2) Given the reactants [NH:1]1[C:5]2[CH:6]=[CH:7][CH:8]=[CH:9][C:4]=2[N:3]=[C:2]1[C@@H:10]1[CH2:14][CH2:13][CH2:12][N:11]1[C:15]([C@H:17]([CH2:22][CH2:23][CH2:24][CH3:25])[CH2:18][C:19]([OH:21])=O)=[O:16].[NH3:26], predict the reaction product. The product is: [NH:3]1[C:4]2[CH:9]=[CH:8][CH:7]=[CH:6][C:5]=2[N:1]=[C:2]1[C@@H:10]1[CH2:14][CH2:13][CH2:12][N:11]1[C:15]([C@H:17]([CH2:22][CH2:23][CH2:24][CH3:25])[CH2:18][C:19]([NH2:26])=[O:21])=[O:16]. (3) Given the reactants [CH2:1]([N:3](CC)[CH2:4]C)C.[C:8]([O:12][C:13]([NH:15][CH:16]1[CH2:21][CH2:20][CH:19]([C:22]([OH:24])=O)[CH2:18][CH2:17]1)=[O:14])([CH3:11])([CH3:10])[CH3:9].CNC.F[P-](F)(F)(F)(F)F.N1(O[P+](N(C)C)(N(C)C)N(C)C)C2C=CC=CC=2N=N1, predict the reaction product. The product is: [CH3:1][N:3]([CH3:4])[C:22]([CH:19]1[CH2:20][CH2:21][CH:16]([NH:15][C:13](=[O:14])[O:12][C:8]([CH3:11])([CH3:10])[CH3:9])[CH2:17][CH2:18]1)=[O:24]. (4) Given the reactants Cl[C:2](Cl)(Cl)[CH:3]([OH:5])O.S([O-])([O-])(=O)=O.[Na+].[Na+].[Cl:15][C:16]1[C:17]([F:23])=[C:18]([CH:20]=[CH:21][CH:22]=1)[NH2:19].S(O)(O)(=O)=O.[NH2:29][OH:30].Cl, predict the reaction product. The product is: [Cl:15][C:16]1[C:17]([F:23])=[C:18]([NH:19][C:3](=[O:5])/[CH:2]=[N:29]/[OH:30])[CH:20]=[CH:21][CH:22]=1. (5) Given the reactants [CH:1]([N:14]1[CH2:19][CH2:18][NH:17][CH2:16][CH2:15]1)([C:8]1[CH:13]=[CH:12][CH:11]=[CH:10][CH:9]=1)[C:2]1[CH:7]=[CH:6][CH:5]=[CH:4][CH:3]=1.[C:20]1([CH:26]([C:31]2[CH:36]=[CH:35][CH:34]=[CH:33][CH:32]=2)[CH2:27][C:28](O)=[O:29])[CH:25]=[CH:24][CH:23]=[CH:22][CH:21]=1.C(Cl)CCl, predict the reaction product. The product is: [CH:1]([N:14]1[CH2:19][CH2:18][N:17]([C:28](=[O:29])[CH2:27][CH:26]([C:20]2[CH:25]=[CH:24][CH:23]=[CH:22][CH:21]=2)[C:31]2[CH:36]=[CH:35][CH:34]=[CH:33][CH:32]=2)[CH2:16][CH2:15]1)([C:8]1[CH:13]=[CH:12][CH:11]=[CH:10][CH:9]=1)[C:2]1[CH:7]=[CH:6][CH:5]=[CH:4][CH:3]=1.